Predict the product of the given reaction. From a dataset of Forward reaction prediction with 1.9M reactions from USPTO patents (1976-2016). Given the reactants [Cl:1][C:2]1[C:3]([C:32]2[C:40]3[C:35](=[CH:36][CH:37]=[CH:38][CH:39]=3)[N:34](S(C3C=CC=CC=3)(=O)=O)[CH:33]=2)=[N:4][C:5]([NH:8][CH:9]2[CH2:14][CH2:13][N:12]([C:15]([C:17]3[CH:22]=[CH:21][C:20]([NH:23][C:24](=[O:31])/[CH:25]=[CH:26]/[CH2:27][N:28]([CH3:30])[CH3:29])=[CH:19][CH:18]=3)=[O:16])[CH2:11][CH2:10]2)=[N:6][CH:7]=1.Cl, predict the reaction product. The product is: [Cl:1][C:2]1[C:3]([C:32]2[C:40]3[C:35](=[CH:36][CH:37]=[CH:38][CH:39]=3)[NH:34][CH:33]=2)=[N:4][C:5]([NH:8][CH:9]2[CH2:14][CH2:13][N:12]([C:15]([C:17]3[CH:18]=[CH:19][C:20]([NH:23][C:24](=[O:31])/[CH:25]=[CH:26]/[CH2:27][N:28]([CH3:29])[CH3:30])=[CH:21][CH:22]=3)=[O:16])[CH2:11][CH2:10]2)=[N:6][CH:7]=1.